This data is from Retrosynthesis with 50K atom-mapped reactions and 10 reaction types from USPTO. The task is: Predict the reactants needed to synthesize the given product. (1) Given the product CCc1cc2c(NCc3ccc(F)cc3)nc(-n3ccnc3C)nc2s1, predict the reactants needed to synthesize it. The reactants are: CCc1cc2c(NCc3ccc(F)cc3)nc(Cl)nc2s1.Cc1ncc[nH]1. (2) Given the product O=C(c1cccnc1Oc1cc(Cl)ccc1Cl)N1CCNc2ccccc21, predict the reactants needed to synthesize it. The reactants are: O=C(O)c1cccnc1Oc1cc(Cl)ccc1Cl.c1ccc2c(c1)NCCN2. (3) The reactants are: CS(=O)(=O)C1CCN(Cc2cc3c(N4CCOCC4)nc(Cl)nc3s2)CC1.Nc1ncc(B(O)O)cn1. Given the product CS(=O)(=O)C1CCN(Cc2cc3c(N4CCOCC4)nc(-c4cnc(N)nc4)nc3s2)CC1, predict the reactants needed to synthesize it. (4) Given the product CS(=O)(=O)c1ccc(Oc2cc(OCC3CCOCC3)c3[nH]c(C#N)cc3c2)cc1, predict the reactants needed to synthesize it. The reactants are: CS(=O)(=O)c1ccc(Oc2cc(OCC3CCOCC3)c3[nH]c(C(N)=O)cc3c2)cc1. (5) The reactants are: C=O.COC(=O)C(NCCc1cccs1)c1ccccc1Cl. Given the product COC(=O)C(c1ccccc1Cl)N1CCc2sccc2C1, predict the reactants needed to synthesize it.